This data is from Full USPTO retrosynthesis dataset with 1.9M reactions from patents (1976-2016). The task is: Predict the reactants needed to synthesize the given product. Given the product [C:38]([O:41][C:42](=[O:43])[NH:12][C:10]1[CH:11]=[C:6]([O:5][CH2:4][CH2:3][CH3:21])[C:7]([C:16]([F:17])([F:18])[F:19])=[CH:8][C:9]=1[N+:13]([O-:15])=[O:14])([CH3:40])([CH3:39])[CH3:37], predict the reactants needed to synthesize it. The reactants are: CO[CH2:3][CH2:4][O:5][C:6]1[C:7]([C:16]([F:19])([F:18])[F:17])=[CH:8][C:9]([N+:13]([O-:15])=[O:14])=[C:10]([NH2:12])[CH:11]=1.Cl[C:21]1C(C(F)(F)F)=CC([N+]([O-])=O)=C(N)C=1.[OH-].[K+].[CH3:37][C:38]([O:41][C:42](O[C:42]([O:41][C:38]([CH3:40])([CH3:39])[CH3:37])=[O:43])=[O:43])([CH3:40])[CH3:39].C(O)(C(F)(F)F)=O.